Dataset: Forward reaction prediction with 1.9M reactions from USPTO patents (1976-2016). Task: Predict the product of the given reaction. (1) Given the reactants [F:1][C:2]1[CH:7]=[CH:6][C:5]([N:8]2[C:11](=[O:12])[C@H:10]([CH2:13][CH2:14][C:15]([O:17]C)=[O:16])[C@H:9]2[C:19]2[CH:24]=[CH:23][C:22]([O:25][CH2:26][C:27]3[CH:32]=[CH:31][C:30]([O:33][CH3:34])=[CH:29][CH:28]=3)=[CH:21][CH:20]=2)=[CH:4][CH:3]=1.[OH-].[K+].Cl.C(OCC)(=O)C, predict the reaction product. The product is: [F:1][C:2]1[CH:3]=[CH:4][C:5]([N:8]2[C:11](=[O:12])[C@H:10]([CH2:13][CH2:14][C:15]([OH:17])=[O:16])[C@H:9]2[C:19]2[CH:24]=[CH:23][C:22]([O:25][CH2:26][C:27]3[CH:28]=[CH:29][C:30]([O:33][CH3:34])=[CH:31][CH:32]=3)=[CH:21][CH:20]=2)=[CH:6][CH:7]=1. (2) Given the reactants Br[C:2]1[N:6]([CH3:7])[C:5]([C:8]([O:10][CH3:11])=[O:9])=[CH:4][CH:3]=1.[C:12]1(B(O)O)[CH:17]=[CH:16][CH:15]=[CH:14][CH:13]=1.C([O-])([O-])=O.[Na+].[Na+].C(Cl)Cl, predict the reaction product. The product is: [CH3:7][N:6]1[C:2]([C:12]2[CH:17]=[CH:16][CH:15]=[CH:14][CH:13]=2)=[CH:3][CH:4]=[C:5]1[C:8]([O:10][CH3:11])=[O:9]. (3) Given the reactants Br[C:2]1[C:3]([N:22]([CH3:27])[S:23]([CH3:26])(=[O:25])=[O:24])=[CH:4][C:5]2[O:9][C:8]([C:10]3[CH:15]=[CH:14][C:13]([F:16])=[CH:12][CH:11]=3)=[C:7]([C:17]([NH:19][CH3:20])=[O:18])[C:6]=2[CH:21]=1.[N:28]1[CH:33]=[CH:32][CH:31]=[C:30](B(O)O)[CH:29]=1.[O-]P([O-])([O-])=O.[K+].[K+].[K+], predict the reaction product. The product is: [F:16][C:13]1[CH:14]=[CH:15][C:10]([C:8]2[O:9][C:5]3[CH:4]=[C:3]([N:22]([CH3:27])[S:23]([CH3:26])(=[O:25])=[O:24])[C:2]([C:30]4[CH:29]=[N:28][CH:33]=[CH:32][CH:31]=4)=[CH:21][C:6]=3[C:7]=2[C:17]([NH:19][CH3:20])=[O:18])=[CH:11][CH:12]=1. (4) The product is: [C:34]([NH:1][C:2]1[C:3]2[C:4]3[C:5](=[C:29]([CH3:32])[O:30][N:31]=3)[C:6](=[O:28])[N:7]([CH:12]3[CH2:17][CH2:16][CH2:15][CH:14]([CH2:18][NH:19][C:20](=[O:27])[C:21]4[CH:22]=[CH:23][CH:24]=[CH:25][CH:26]=4)[CH2:13]3)[C:8]=2[CH:9]=[CH:10][CH:11]=1)(=[O:35])[CH3:33]. Given the reactants [NH2:1][C:2]1[C:3]2[C:4]3[C:5](=[C:29]([CH3:32])[O:30][N:31]=3)[C:6](=[O:28])[N:7]([CH:12]3[CH2:17][CH2:16][CH2:15][CH:14]([CH2:18][NH:19][C:20](=[O:27])[C:21]4[CH:26]=[CH:25][CH:24]=[CH:23][CH:22]=4)[CH2:13]3)[C:8]=2[CH:9]=[CH:10][CH:11]=1.[CH3:33][C:34](O)=[O:35].CCN=C=NCCCN(C)C, predict the reaction product. (5) Given the reactants Cl[CH2:2][C:3](=O)[CH3:4].[Br:6][C:7]1[CH:8]=[C:9]([O:17][C:18]2[CH:19]=[C:20]([CH:26]=[CH:27][C:28]=2[Cl:29])[C:21]([O:23][CH2:24][CH3:25])=[O:22])[C:10]([NH:13][C:14]([NH2:16])=[S:15])=[N:11][CH:12]=1.C(N(CC)CC)C, predict the reaction product. The product is: [Br:6][C:7]1[CH:8]=[C:9]([O:17][C:18]2[CH:19]=[C:20]([CH:26]=[CH:27][C:28]=2[Cl:29])[C:21]([O:23][CH2:24][CH3:25])=[O:22])[C:10]([NH:13][C:14]2[S:15][CH:2]=[C:3]([CH3:4])[N:16]=2)=[N:11][CH:12]=1.